From a dataset of NCI-60 drug combinations with 297,098 pairs across 59 cell lines. Regression. Given two drug SMILES strings and cell line genomic features, predict the synergy score measuring deviation from expected non-interaction effect. Drug 2: CC1=C2C(C(=O)C3(C(CC4C(C3C(C(C2(C)C)(CC1OC(=O)C(C(C5=CC=CC=C5)NC(=O)OC(C)(C)C)O)O)OC(=O)C6=CC=CC=C6)(CO4)OC(=O)C)O)C)O. Cell line: TK-10. Synergy scores: CSS=-13.2, Synergy_ZIP=6.89, Synergy_Bliss=3.21, Synergy_Loewe=-7.67, Synergy_HSA=-10.6. Drug 1: COC1=NC(=NC2=C1N=CN2C3C(C(C(O3)CO)O)O)N.